Dataset: Forward reaction prediction with 1.9M reactions from USPTO patents (1976-2016). Task: Predict the product of the given reaction. (1) Given the reactants Cl.[CH3:2][C:3]1([CH3:21])[CH2:7][C:6]2[C:8]([CH3:20])=[C:9]([N:14]3[CH2:19][CH2:18][NH:17][CH2:16][CH2:15]3)[C:10]([CH3:13])=[C:11]([CH3:12])[C:5]=2[O:4]1.Br[C:23]1[CH:28]=[CH:27][C:26]([O:29][CH3:30])=[C:25]([O:31][CH3:32])[CH:24]=1, predict the reaction product. The product is: [CH3:30][O:29][C:26]1[CH:27]=[C:28]([N:17]2[CH2:16][CH2:15][N:14]([C:9]3[C:10]([CH3:13])=[C:11]([CH3:12])[C:5]4[O:4][C:3]([CH3:21])([CH3:2])[CH2:7][C:6]=4[C:8]=3[CH3:20])[CH2:19][CH2:18]2)[CH:23]=[CH:24][C:25]=1[O:31][CH3:32]. (2) The product is: [NH2:1][C:2]1[N:7]=[C:6]([C:8]#[N:9])[C:5]([C:10]2[CH:15]=[CH:14][C:13]([C:27]3[CH:32]=[CH:31][CH:30]=[CH:29][C:28]=3[S:33]([CH:36]3[CH2:38][CH2:37]3)(=[O:35])=[O:34])=[CH:12][C:11]=2[F:25])=[N:4][CH:3]=1. Given the reactants [NH2:1][C:2]1[N:7]=[C:6]([C:8]#[N:9])[C:5]([C:10]2[CH:15]=[CH:14][C:13](B3OC(C)(C)C(C)(C)O3)=[CH:12][C:11]=2[F:25])=[N:4][CH:3]=1.Br[C:27]1[CH:32]=[CH:31][CH:30]=[CH:29][C:28]=1[S:33]([CH:36]1[CH2:38][CH2:37]1)(=[O:35])=[O:34], predict the reaction product. (3) Given the reactants CN(C)C=O.[CH2:6]([O:10][C:11]1[C:16]([F:17])=[C:15](Cl)[N:14]=[CH:13][N:12]=1)[C:7]#[C:8][CH3:9].C(=O)([O-])[O-].[K+].[K+].F[C:26](F)(F)[CH:27]1[CH2:32][CH2:31][CH2:30][NH:29][CH2:28]1, predict the reaction product. The product is: [CH2:6]([O:10][C:11]1[C:16]([F:17])=[C:15]([N:29]2[CH2:30][CH2:31][CH2:32][CH:27]([CH3:26])[CH2:28]2)[N:14]=[CH:13][N:12]=1)[C:7]#[C:8][CH3:9].